Dataset: Catalyst prediction with 721,799 reactions and 888 catalyst types from USPTO. Task: Predict which catalyst facilitates the given reaction. (1) Reactant: [NH2:1][N:2]1[C:10]2[C:6]([N:7]3[N:13]([CH3:14])[C:12](=[O:15])[N:11]([CH2:16][CH2:17][N:18]4[CH2:23][CH2:22][N:21]([C:24]5[CH:29]=[CH:28][C:27]([O:30][CH2:31][CH2:32][O:33]C)=[CH:26][CH:25]=5)[CH2:20][CH2:19]4)[CH:8]3[N:9]=2)=[C:5]([C:35]2[O:36][CH:37]=[CH:38][CH:39]=2)[N:4]=[CH:3]1.B(Br)(Br)Br. Product: [NH2:1][N:2]1[C:10]2[C:6]([N:7]3[N:13]([CH3:14])[C:12](=[O:15])[N:11]([CH2:16][CH2:17][N:18]4[CH2:23][CH2:22][N:21]([C:24]5[CH:25]=[CH:26][C:27]([O:30][CH2:31][CH2:32][OH:33])=[CH:28][CH:29]=5)[CH2:20][CH2:19]4)[CH:8]3[N:9]=2)=[C:5]([C:35]2[O:36][CH:37]=[CH:38][CH:39]=2)[N:4]=[CH:3]1. The catalyst class is: 2. (2) Reactant: [CH3:1][O:2][C:3]([C@H:5]1[N:9]2[C:10](=[O:31])[C:11]([N+:28]([O-])=O)=[C:12]([CH2:17][C:18]3[C:27]4[C:22](=[CH:23][CH:24]=[CH:25][CH:26]=4)[CH:21]=[CH:20][CH:19]=3)[C:13]([CH:14]3[CH2:16][CH2:15]3)=[C:8]2[S:7][CH2:6]1)=[O:4]. Product: [CH3:1][O:2][C:3]([C@H:5]1[N:9]2[C:10](=[O:31])[C:11]([NH2:28])=[C:12]([CH2:17][C:18]3[C:27]4[C:22](=[CH:23][CH:24]=[CH:25][CH:26]=4)[CH:21]=[CH:20][CH:19]=3)[C:13]([CH:14]3[CH2:16][CH2:15]3)=[C:8]2[S:7][CH2:6]1)=[O:4]. The catalyst class is: 183. (3) Reactant: [H-].[Na+].[Br:3][C:4]1[CH:5]=[C:6]([CH:33]=[C:34]([Br:36])[CH:35]=1)[CH2:7][O:8][C@H:9]1[C@H:18]([N:19]2[CH2:24][CH2:23][CH:22]([NH:25][C:26](=[O:32])[O:27][C:28]([CH3:31])([CH3:30])[CH3:29])[CH2:21][CH2:20]2)[C:17]2[C:12](=[CH:13][CH:14]=[CH:15][CH:16]=2)[O:11][CH2:10]1.[CH3:37]I. Product: [Br:3][C:4]1[CH:5]=[C:6]([CH:33]=[C:34]([Br:36])[CH:35]=1)[CH2:7][O:8][C@H:9]1[C@H:18]([N:19]2[CH2:20][CH2:21][CH:22]([N:25]([CH3:37])[C:26](=[O:32])[O:27][C:28]([CH3:29])([CH3:30])[CH3:31])[CH2:23][CH2:24]2)[C:17]2[C:12](=[CH:13][CH:14]=[CH:15][CH:16]=2)[O:11][CH2:10]1. The catalyst class is: 30. (4) Product: [S:1]1[CH:5]=[CH:4][CH:3]=[C:2]1[CH2:6][NH:7][C:8]([C:10]1[N:11]=[C:12]2[C:17]([C:18]3[N:21]=[C:29]([CH2:30][CH2:31][CH2:32][CH2:33][CH3:34])[O:20][N:19]=3)=[CH:16][C:15]([C:22]3[CH:26]=[CH:25][O:24][CH:23]=3)=[CH:14][N:13]2[C:27]=1[Cl:28])=[O:9]. The catalyst class is: 3. Reactant: [S:1]1[CH:5]=[CH:4][CH:3]=[C:2]1[CH2:6][NH:7][C:8]([C:10]1[N:11]=[C:12]2[C:17]([C:18](=[NH:21])[NH:19][OH:20])=[CH:16][C:15]([C:22]3[CH:26]=[CH:25][O:24][CH:23]=3)=[CH:14][N:13]2[C:27]=1[Cl:28])=[O:9].[C:29](O)(=O)[CH2:30][CH2:31][CH2:32][CH2:33][CH3:34].CN(C(ON1N=NC2C=CC=CC1=2)=[N+](C)C)C.F[P-](F)(F)(F)(F)F.C(N(C(C)C)CC)(C)C.C([O-])(O)=O.[Na+]. (5) Product: [CH:43]1([S:46]([C:49]2[CH:50]=[CH:51][C:52](/[C:55](=[CH:59]\[CH:60]3[CH2:61][CH2:62][O:63][CH2:64][CH2:65]3)/[C:56]([NH:66][C:67]3[CH:72]=[CH:71][C:70]([F:73])=[CH:69][N:68]=3)=[O:57])=[CH:53][CH:54]=2)(=[O:47])=[O:48])[CH2:45][CH2:44]1. Reactant: C1NC2NC(N)=NC(=O)C=2NC1CCNC1C=CC(C(N[C@H](C(O)=O)CCC(O)=O)=O)=CC=1.CCN(C(C)C)C(C)C.[CH:43]1([S:46]([C:49]2[CH:54]=[CH:53][C:52](/[C:55](=[CH:59]\[CH:60]3[CH2:65][CH2:64][O:63][CH2:62][CH2:61]3)/[C:56](O)=[O:57])=[CH:51][CH:50]=2)(=[O:48])=[O:47])[CH2:45][CH2:44]1.[NH2:66][C:67]1[CH:72]=[CH:71][C:70]([F:73])=[CH:69][N:68]=1. The catalyst class is: 2. (6) Reactant: [Si:1]([O:8][CH:9]([C:40]1[CH:45]=[CH:44][C:43]([F:46])=[CH:42][CH:41]=1)[CH2:10][CH2:11][CH:12]1[CH:15]([C:16]2[CH:21]=[CH:20][C:19]([OH:22])=[CH:18][C:17]=2[O:23][CH2:24][O:25][CH2:26][CH2:27][Si:28]([CH3:31])([CH3:30])[CH3:29])[N:14]([C:32]2[CH:37]=[CH:36][C:35]([F:38])=[CH:34][CH:33]=2)[C:13]1=[O:39])([C:4]([CH3:7])([CH3:6])[CH3:5])([CH3:3])[CH3:2].[Br-:47].[Br-].[C:49]1([CH3:56])[CH:54]=[CH:53][C:52]([CH3:55])=[CH:51][CH:50]=1.C([O-])([O-])=O.[K+].[K+]. Product: [Br:47][CH2:56][C:49]1[CH:54]=[CH:53][C:52]([CH2:55][O:22][C:19]2[CH:20]=[CH:21][C:16]([CH:15]3[N:14]([C:32]4[CH:37]=[CH:36][C:35]([F:38])=[CH:34][CH:33]=4)[C:13](=[O:39])[CH:12]3[CH2:11][CH2:10][CH:9]([O:8][Si:1]([C:4]([CH3:7])([CH3:6])[CH3:5])([CH3:3])[CH3:2])[C:40]3[CH:41]=[CH:42][C:43]([F:46])=[CH:44][CH:45]=3)=[C:17]([O:23][CH2:24][O:25][CH2:26][CH2:27][Si:28]([CH3:29])([CH3:30])[CH3:31])[CH:18]=2)=[CH:51][CH:50]=1. The catalyst class is: 3.